From a dataset of Catalyst prediction with 721,799 reactions and 888 catalyst types from USPTO. Predict which catalyst facilitates the given reaction. Reactant: Cl[C:2]1[N:7]=[N:6][C:5]([NH:8][C:9]2[CH:14]=[CH:13][CH:12]=[C:11]([Cl:15])[CH:10]=2)=[CH:4][CH:3]=1.C(O)COCCOCCO.O.[NH2:27][NH2:28]. Product: [Cl:15][C:11]1[CH:10]=[C:9]([NH:8][C:5]2[N:6]=[N:7][C:2]([NH:27][NH2:28])=[CH:3][CH:4]=2)[CH:14]=[CH:13][CH:12]=1. The catalyst class is: 6.